Dataset: Catalyst prediction with 721,799 reactions and 888 catalyst types from USPTO. Task: Predict which catalyst facilitates the given reaction. (1) The catalyst class is: 10. Reactant: [Cl:1][C:2]1[N:7]=[CH:6][NH:5][C:4]2=[N:8][CH:9]=[CH:10][C:3]=12.[Br:11]N1C(=O)CCC1=O.C(OCC)(=O)C.II. Product: [Br:11][C:10]1[C:3]2[C:2]([Cl:1])=[N:7][CH:6]=[N:5][C:4]=2[NH:8][CH:9]=1. (2) Reactant: [OH:1][C:2]1[CH:23]=[CH:22][C:5]([C:6]([NH:8][C:9]2[CH:10]=[C:11]([CH:18]=[CH:19][C:20]=2[CH3:21])[C:12]([NH:14][CH:15]2[CH2:17][CH2:16]2)=[O:13])=[O:7])=[CH:4][CH:3]=1.C(=O)([O-])[O-].[K+].[K+].[Br:30][CH2:31][C:32]1[CH:37]=[CH:36][CH:35]=[C:34]([CH2:38]Br)[N:33]=1.O. Product: [Br:30][CH2:31][C:32]1[N:33]=[C:34]([CH2:38][O:1][C:2]2[CH:3]=[CH:4][C:5]([C:6]([NH:8][C:9]3[CH:10]=[C:11]([CH:18]=[CH:19][C:20]=3[CH3:21])[C:12]([NH:14][CH:15]3[CH2:16][CH2:17]3)=[O:13])=[O:7])=[CH:22][CH:23]=2)[CH:35]=[CH:36][CH:37]=1. The catalyst class is: 10.